This data is from Forward reaction prediction with 1.9M reactions from USPTO patents (1976-2016). The task is: Predict the product of the given reaction. (1) Given the reactants [Cl:1][C:2]1[CH:10]=[C:9]2[C:5]([C:6]([CH2:18][C:19]3[CH:24]=[CH:23][CH:22]=[C:21]([Cl:25])[CH:20]=3)([CH:12]3[CH2:17][CH2:16][CH2:15][NH:14][CH2:13]3)[C:7](=[O:11])[NH:8]2)=[CH:4][CH:3]=1.C(N(CC)CC)C.[N:33]1([C:39](Cl)=[O:40])[CH2:38][CH2:37][O:36][CH2:35][CH2:34]1, predict the reaction product. The product is: [Cl:1][C:2]1[CH:10]=[C:9]2[C:5]([C:6]([CH2:18][C:19]3[CH:24]=[CH:23][CH:22]=[C:21]([Cl:25])[CH:20]=3)([CH:12]3[CH2:17][CH2:16][CH2:15][N:14]([C:39]([N:33]4[CH2:38][CH2:37][O:36][CH2:35][CH2:34]4)=[O:40])[CH2:13]3)[C:7](=[O:11])[NH:8]2)=[CH:4][CH:3]=1. (2) Given the reactants [NH2:1][C:2]1[CH:7]=[C:6]([O:8][C:9]2[C:18]3[C:13](=[CH:14][CH:15]=[CH:16][CH:17]=3)[C:12]([NH:19][C:20]([NH:22][C:23]3[N:27]([C:28]4[CH:33]=[CH:32][C:31]([CH3:34])=[CH:30][CH:29]=4)[N:26]=[C:25]([C:35]([CH3:38])([CH3:37])[CH3:36])[CH:24]=3)=[O:21])=[CH:11][CH:10]=2)[CH:5]=[CH:4][N:3]=1.CCN(C(C)C)C(C)C.[C:48](Cl)(=[O:50])[CH3:49], predict the reaction product. The product is: [C:35]([C:25]1[CH:24]=[C:23]([NH:22][C:20](=[O:21])[NH:19][C:12]2[C:13]3[C:18](=[CH:17][CH:16]=[CH:15][CH:14]=3)[C:9]([O:8][C:6]3[CH:5]=[CH:4][N:3]=[C:2]([NH:1][C:48](=[O:50])[CH3:49])[CH:7]=3)=[CH:10][CH:11]=2)[N:27]([C:28]2[CH:29]=[CH:30][C:31]([CH3:34])=[CH:32][CH:33]=2)[N:26]=1)([CH3:38])([CH3:37])[CH3:36]. (3) Given the reactants C(O[CH:4](OCC)[CH2:5][N:6]([CH3:8])[CH3:7])C.Cl.[OH-].[K+].[Cl:15][C:16]1[CH:21]=[CH:20][C:19]([NH:22][C:23]2[C:24]3[CH:32]=[C:31]([NH:33][C:34](=[O:44])[CH2:35]P(=O)(OCC)OCC)[N:30]=[CH:29][C:25]=3[N:26]=[CH:27][N:28]=2)=[CH:18][C:17]=1[C:45]#[CH:46].[Li+].[Cl-], predict the reaction product. The product is: [Cl:15][C:16]1[CH:21]=[CH:20][C:19]([NH:22][C:23]2[C:24]3[CH:32]=[C:31]([NH:33][C:34](=[O:44])/[CH:35]=[CH:4]/[CH2:5][N:6]([CH3:7])[CH3:8])[N:30]=[CH:29][C:25]=3[N:26]=[CH:27][N:28]=2)=[CH:18][C:17]=1[C:45]#[CH:46]. (4) Given the reactants [C:1]([C:6]1[CH:7]=[C:8]([C:28]#[N:29])[C:9]([N:19]2[CH2:24][CH2:23][CH:22]([C:25]([OH:27])=O)[CH2:21][CH2:20]2)=[N:10][C:11]=1[CH2:12][N:13]1[CH2:17][CH2:16][CH2:15][C:14]1=[O:18])(=[O:5])[CH2:2][CH2:3][CH3:4].[CH:30]1([CH2:36][S:37]([NH2:40])(=[O:39])=[O:38])[CH2:35][CH2:34][CH2:33][CH2:32][CH2:31]1, predict the reaction product. The product is: [C:1]([C:6]1[CH:7]=[C:8]([C:28]#[N:29])[C:9]([N:19]2[CH2:20][CH2:21][CH:22]([C:25]([NH:40][S:37]([CH2:36][CH:30]3[CH2:31][CH2:32][CH2:33][CH2:34][CH2:35]3)(=[O:38])=[O:39])=[O:27])[CH2:23][CH2:24]2)=[N:10][C:11]=1[CH2:12][N:13]1[CH2:17][CH2:16][CH2:15][C:14]1=[O:18])(=[O:5])[CH2:2][CH2:3][CH3:4]. (5) The product is: [Cl:1][C:2]1[C:7]([O:8][CH3:9])=[C:6]([O:10][CH3:11])[CH:5]=[C:4]2[C:3]=1[CH2:12][CH:13]([CH3:14])[N:15]=[CH:16]2. Given the reactants [Cl:1][C:2]1[C:7]([O:8][CH3:9])=[C:6]([O:10][CH3:11])[CH:5]=[CH:4][C:3]=1[CH2:12][CH:13]([NH:15][CH:16]=O)[CH3:14].C(Cl)(=O)C(Cl)=O.Cl, predict the reaction product. (6) The product is: [CH2:24]([C@@H:31]1[CH2:35][N:34]([C:36]2[SH:37]([CH3:1])[C:38]([C:42]([OH:44])=[O:43])=[CH:39][N:40]=2)[C:33](=[O:47])[NH:32]1)[C:25]1[CH:26]=[CH:27][CH:28]=[CH:29][CH:30]=1. Given the reactants [CH3:1]C1N=C(N2CCN(C3C=CC=CC=3)C2=O)SC=1C(OCC)=O.[CH2:24]([C@@H:31]1[CH2:35][N:34]([C:36]2[S:37][C:38]([C:42]([O:44]CC)=[O:43])=[C:39](C)[N:40]=2)[C:33](=[O:47])[NH:32]1)[C:25]1[CH:30]=[CH:29][CH:28]=[CH:27][CH:26]=1, predict the reaction product. (7) Given the reactants [F:1][C:2]1[CH:3]=[C:4]([N:8]2[CH2:12][C@H:11]([CH2:13]OS(C)(=O)=O)[O:10][C:9]2=[O:19])[CH:5]=[CH:6][CH:7]=1.[C:20]1(=[O:30])[NH:24][C:23](=[O:25])[C:22]2=[CH:26][CH:27]=[CH:28][CH:29]=[C:21]12.[K], predict the reaction product. The product is: [F:1][C:2]1[CH:3]=[C:4]([N:8]2[CH2:12][C@@H:11]([CH2:13][N:24]3[C:20](=[O:30])[C:21]4[C:22](=[CH:26][CH:27]=[CH:28][CH:29]=4)[C:23]3=[O:25])[O:10][C:9]2=[O:19])[CH:5]=[CH:6][CH:7]=1.